This data is from Retrosynthesis with 50K atom-mapped reactions and 10 reaction types from USPTO. The task is: Predict the reactants needed to synthesize the given product. (1) Given the product COCOc1ccc(C(C)(C)C)cc1C(C)(C)C, predict the reactants needed to synthesize it. The reactants are: CC(C)(C)c1ccc(O)c(C(C)(C)C)c1.COCCl. (2) Given the product CCOCC(=O)NC1CCN(CC23CC(c4ccccc42)c2ccc(Cl)cc23)CC1, predict the reactants needed to synthesize it. The reactants are: CCOCC(=O)O.NC1CCN(CC23CC(c4ccccc42)c2ccc(Cl)cc23)CC1. (3) Given the product CN1CCN(c2ccc(Nc3ncc(-c4ccc(C(N)=O)cc4)n4ccnc34)cc2Cl)CC1, predict the reactants needed to synthesize it. The reactants are: CC1(C)OB(c2ccc(C(N)=O)cc2)OC1(C)C.CN1CCN(c2ccc(Nc3ncc(Br)n4ccnc34)cc2Cl)CC1.